This data is from Full USPTO retrosynthesis dataset with 1.9M reactions from patents (1976-2016). The task is: Predict the reactants needed to synthesize the given product. (1) Given the product [NH2:7][CH2:8][C:9]1[CH:10]=[CH:11][C:12]2[CH:16]=[C:15]([C:17]3[CH:22]=[CH:21][N:20]=[C:19]([NH:23][CH2:24][CH2:25][CH2:26][N:27]4[CH2:28][CH2:29][N:30]([CH3:33])[CH2:31][CH2:32]4)[N:18]=3)[S:14][C:13]=2[CH:34]=1, predict the reactants needed to synthesize it. The reactants are: C(OC(=O)[NH:7][CH2:8][C:9]1[CH:10]=[CH:11][C:12]2[CH:16]=[C:15]([C:17]3[CH:22]=[CH:21][N:20]=[C:19]([NH:23][CH2:24][CH2:25][CH2:26][N:27]4[CH2:32][CH2:31][N:30]([CH3:33])[CH2:29][CH2:28]4)[N:18]=3)[S:14][C:13]=2[CH:34]=1)(C)(C)C.C(O)(C(F)(F)F)=O.CO. (2) The reactants are: [CH:1]1([C:4]([C:11]2[CH:16]=[C:15]([O:17][CH3:18])[N:14]=[CH:13][N:12]=2)=[CH:5][C:6]([O:8][CH2:9][CH3:10])=[O:7])[CH2:3][CH2:2]1. Given the product [CH:1]1([CH:4]([C:11]2[CH:16]=[C:15]([O:17][CH3:18])[N:14]=[CH:13][N:12]=2)[CH2:5][C:6]([O:8][CH2:9][CH3:10])=[O:7])[CH2:2][CH2:3]1, predict the reactants needed to synthesize it. (3) Given the product [F:1][C:2]1[CH:3]=[C:4]([N+:8]([O-:10])=[O:9])[CH:5]=[CH:6][C:7]=1[N:26]1[CH:27]=[C:23]([CH2:22][OH:21])[N:24]=[CH:25]1, predict the reactants needed to synthesize it. The reactants are: [F:1][C:2]1[CH:7]=[CH:6][CH:5]=[C:4]([N+:8]([O-:10])=[O:9])[C:3]=1F.C(N(C(C)C)CC)(C)C.[OH:21][CH2:22][C:23]1[N:24]=[CH:25][NH:26][CH:27]=1. (4) Given the product [Br:2][CH2:31][C:19]1[N:18]([S:15]([C:11]2[CH:12]=[CH:13][CH:14]=[C:9]([C:6]([CH3:7])([CH3:8])[CH3:5])[CH:10]=2)(=[O:16])=[O:17])[C:26]2[C:21]([CH:20]=1)=[CH:22][C:23]([C:27]([F:28])([F:29])[F:30])=[CH:24][CH:25]=2, predict the reactants needed to synthesize it. The reactants are: P(Br)(Br)[Br:2].[CH3:5][C:6]([C:9]1[CH:10]=[C:11]([S:15]([N:18]2[C:26]3[C:21](=[CH:22][C:23]([C:27]([F:30])([F:29])[F:28])=[CH:24][CH:25]=3)[CH:20]=[C:19]2[CH2:31]O)(=[O:17])=[O:16])[CH:12]=[CH:13][CH:14]=1)([CH3:8])[CH3:7].C(O)C.